From a dataset of Forward reaction prediction with 1.9M reactions from USPTO patents (1976-2016). Predict the product of the given reaction. (1) Given the reactants [Si]([O:8][CH2:9][C@H:10]1[CH2:19][C:18]2[C:13](=[CH:14][CH:15]=[CH:16][C:17]=2[CH2:20][CH2:21][C:22]([OH:25])([CH3:24])[CH3:23])[C@H:12]([CH3:26])[N:11]1[C:27](=[O:38])[CH2:28][C:29]1[C:34]([O:35][CH3:36])=[CH:33][CH:32]=[CH:31][C:30]=1[Cl:37])(C(C)(C)C)(C)C.C(O)(=O)C.O, predict the reaction product. The product is: [Cl:37][C:30]1[CH:31]=[CH:32][CH:33]=[C:34]([O:35][CH3:36])[C:29]=1[CH2:28][C:27]([N:11]1[C@@H:10]([CH2:9][OH:8])[CH2:19][C:18]2[C:13](=[CH:14][CH:15]=[CH:16][C:17]=2[CH2:20][CH2:21][C:22]([OH:25])([CH3:23])[CH3:24])[C@@H:12]1[CH3:26])=[O:38]. (2) Given the reactants [CH:1]1([NH2:6])[CH2:5][CH2:4][CH2:3][CH2:2]1.CCN(C(C)C)C(C)C.[Cl:16][C:17]1[N:22]=[C:21](Cl)[CH:20]=[C:19]([C:24]2[C:25]([CH3:30])=[N:26][O:27][C:28]=2[CH3:29])[N:18]=1, predict the reaction product. The product is: [Cl:16][C:17]1[N:22]=[C:21]([NH:6][CH:1]2[CH2:5][CH2:4][CH2:3][CH2:2]2)[CH:20]=[C:19]([C:24]2[C:25]([CH3:30])=[N:26][O:27][C:28]=2[CH3:29])[N:18]=1. (3) The product is: [CH:3]1([C:6]2[CH:11]=[C:10]([CH2:12][N:13]3[CH2:16][C:15]4([CH2:20][C:19]([C@H:21]5[CH2:22][CH2:23][C@H:24]([C:27]([OH:29])=[O:28])[CH2:25][CH2:26]5)=[N:18][O:17]4)[CH2:14]3)[C:9]([O:31][CH2:32][CH3:33])=[CH:8][C:7]=2[C:34]2[CH:39]=[CH:38][C:37]([F:40])=[CH:36][CH:35]=2)[CH2:5][CH2:4]1. Given the reactants [OH-].[Na+].[CH:3]1([C:6]2[CH:11]=[C:10]([CH2:12][N:13]3[CH2:16][C:15]4([CH2:20][C:19]([C@H:21]5[CH2:26][CH2:25][C@H:24]([C:27]([O:29]C)=[O:28])[CH2:23][CH2:22]5)=[N:18][O:17]4)[CH2:14]3)[C:9]([O:31][CH2:32][CH3:33])=[CH:8][C:7]=2[C:34]2[CH:39]=[CH:38][C:37]([F:40])=[CH:36][CH:35]=2)[CH2:5][CH2:4]1, predict the reaction product. (4) The product is: [NH2:32][C@:16]12[CH2:28][CH2:27][C@@H:26]([C:29]([CH3:31])=[CH2:30])[C@@H:17]1[C@@H:18]1[C@@:13]([CH3:33])([CH2:14][CH2:15]2)[C@@:12]2([CH3:34])[C@@H:21]([C@:22]3([CH3:25])[C@@H:9]([CH2:10][CH2:11]2)[C:8]([CH3:35])([CH3:36])[C:7]([C:47]2[CH2:57][C:49]4([CH2:50][CH:51]([C:53]([O:55][CH3:56])=[O:54])[CH2:52]4)[CH:48]=2)=[CH:24][CH2:23]3)[CH2:20][CH2:19]1. Given the reactants FC(F)(F)S(O[C:7]1[C:8]([CH3:36])([CH3:35])[C@H:9]2[C@:22]([CH3:25])([CH2:23][CH:24]=1)[C@@H:21]1[C@:12]([CH3:34])([C@@:13]3([CH3:33])[C@H:18]([CH2:19][CH2:20]1)[C@H:17]1[C@H:26]([C:29]([CH3:31])=[CH2:30])[CH2:27][CH2:28][C@:16]1([NH2:32])[CH2:15][CH2:14]3)[CH2:11][CH2:10]2)(=O)=O.CC1(C)C(C)(C)OB([C:47]2[CH2:57][C:49]3([CH2:52][CH:51]([C:53]([O:55][CH3:56])=[O:54])[CH2:50]3)[CH:48]=2)O1.O.C(=O)([O-])[O-].[Na+].[Na+], predict the reaction product. (5) The product is: [NH2:10][CH:11]1[CH2:16][CH2:15][N:14]([C:17]([O:19][C:20]([CH3:21])([CH3:22])[CH3:23])=[O:18])[CH2:13][C:12]1([F:25])[F:24]. Given the reactants N#N.C([NH:10][CH:11]1[CH2:16][CH2:15][N:14]([C:17]([O:19][C:20]([CH3:23])([CH3:22])[CH3:21])=[O:18])[CH2:13][C:12]1([F:25])[F:24])C1C=CC=CC=1, predict the reaction product. (6) Given the reactants [C:1]([O:5][C:6](=[O:19])[N:7]([CH:15]1[CH2:18][NH:17][CH2:16]1)[CH2:8][C:9]1[CH:14]=[CH:13][CH:12]=[CH:11][CH:10]=1)([CH3:4])([CH3:3])[CH3:2].C(N(CC)CC)C.[F:27][C:28]1[CH:33]=[CH:32][C:31]([S:34](Cl)(=[O:36])=[O:35])=[CH:30][CH:29]=1, predict the reaction product. The product is: [C:1]([O:5][C:6](=[O:19])[N:7]([CH2:8][C:9]1[CH:10]=[CH:11][CH:12]=[CH:13][CH:14]=1)[CH:15]1[CH2:18][N:17]([S:34]([C:31]2[CH:32]=[CH:33][C:28]([F:27])=[CH:29][CH:30]=2)(=[O:36])=[O:35])[CH2:16]1)([CH3:4])([CH3:2])[CH3:3]. (7) Given the reactants [N:1]1[C:5]2[CH:6]=[CH:7][C:8]([C:10]([NH:12][NH2:13])=[O:11])=[CH:9][C:4]=2[NH:3][CH:2]=1.[O:14]([CH2:21][C:22](O)=O)[C:15]1[CH:20]=[CH:19][CH:18]=[CH:17][CH:16]=1, predict the reaction product. The product is: [O:14]([CH2:21][C:22]1[O:11][C:10]([C:8]2[CH:7]=[CH:6][C:5]3[NH:1][CH:2]=[N:3][C:4]=3[CH:9]=2)=[N:12][N:13]=1)[C:15]1[CH:20]=[CH:19][CH:18]=[CH:17][CH:16]=1. (8) Given the reactants [F:1][C:2]1[CH:11]=[CH:10][CH:9]=[C:8]2[C:3]=1[C:4]([NH:12][C:13]1[CH:14]=[C:15]3[C:19](=[CH:20][CH:21]=1)[NH:18][CH:17]=[CH:16]3)=[N:5][CH:6]=[N:7]2.Cl.[N:23]1[CH:28]=[CH:27][CH:26]=[CH:25][C:24]=1[CH2:29]Cl.[H-].[Na+], predict the reaction product. The product is: [F:1][C:2]1[CH:11]=[CH:10][CH:9]=[C:8]2[C:3]=1[C:4]([NH:12][C:13]1[CH:14]=[C:15]3[C:19](=[CH:20][CH:21]=1)[N:18]([CH2:29][C:24]1[CH:25]=[CH:26][CH:27]=[CH:28][N:23]=1)[CH:17]=[CH:16]3)=[N:5][CH:6]=[N:7]2.